From a dataset of Reaction yield outcomes from USPTO patents with 853,638 reactions. Predict the reaction yield, written as a fraction of the theoretical maximum amount of product (1.0 means a 100% yield; for example, 0.34 means a 34% yield). The reactants are [C:1]([C:5]1[N:10]=[C:9]2[NH:11][N:12]=[CH:13][C:8]2=[C:7]([N:14]2[CH2:18][CH2:17][C:16]([F:20])([F:19])[CH2:15]2)[N:6]=1)([CH3:4])([CH3:3])[CH3:2].CC(N(C)C)=O.Cl[CH2:28][C:29]1[C:33]([CH3:34])=[N:32][O:31][N:30]=1.CC(C)([O-])C.[K+]. The catalyst is C1COCC1. The yield is 0.140. The product is [C:1]([C:5]1[N:10]=[C:9]2[N:11]([CH2:28][C:29]3[C:33]([CH3:34])=[N:32][O:31][N:30]=3)[N:12]=[CH:13][C:8]2=[C:7]([N:14]2[CH2:18][CH2:17][C:16]([F:19])([F:20])[CH2:15]2)[N:6]=1)([CH3:4])([CH3:2])[CH3:3].